This data is from Forward reaction prediction with 1.9M reactions from USPTO patents (1976-2016). The task is: Predict the product of the given reaction. (1) Given the reactants [CH3:1][C:2]1[NH:3][C:4]2[CH2:5][C:6]([CH3:28])([CH3:27])[CH2:7][C:8](=[O:26])[C:9]=2[C:10]=1[CH2:11][C:12]1[CH:17]=[CH:16][CH:15]=[CH:14][C:13]=1[S:18]([C:21]1[S:22][CH:23]=[CH:24][CH:25]=1)(=[O:20])=[O:19].Br[CH2:30][C:31]([O:33][CH2:34][CH3:35])=[O:32].[I-].[K+].C(=O)([O-])[O-].[K+].[K+], predict the reaction product. The product is: [CH3:1][C:2]1[N:3]([CH2:30][C:31]([O:33][CH2:34][CH3:35])=[O:32])[C:4]2[CH2:5][C:6]([CH3:28])([CH3:27])[CH2:7][C:8](=[O:26])[C:9]=2[C:10]=1[CH2:11][C:12]1[CH:17]=[CH:16][CH:15]=[CH:14][C:13]=1[S:18]([C:21]1[S:22][CH:23]=[CH:24][CH:25]=1)(=[O:20])=[O:19]. (2) Given the reactants [Cl:1][C:2]1[CH:7]=[CH:6][CH:5]=[CH:4][C:3]=1[CH2:8][C:9]([C:11]1[C:12](=[O:32])[N:13]([C:22]2[CH:27]=[CH:26][CH:25]=[C:24]([C:28]([F:31])([F:30])[F:29])[CH:23]=2)[C:14]2[C:19]([C:20]=1O)=[CH:18][CH:17]=[CH:16][N:15]=2)=O.O.[NH2:34][NH2:35].C(=O)([O-])O.[Na+], predict the reaction product. The product is: [Cl:1][C:2]1[CH:7]=[CH:6][CH:5]=[CH:4][C:3]=1[CH2:8][C:9]1[C:11]2[C:12](=[O:32])[N:13]([C:22]3[CH:27]=[CH:26][CH:25]=[C:24]([C:28]([F:29])([F:31])[F:30])[CH:23]=3)[C:14]3[N:15]=[CH:16][CH:17]=[CH:18][C:19]=3[C:20]=2[NH:35][N:34]=1. (3) Given the reactants [Cl:1][C:2]1[CH:3]=[C:4]([CH:8]=[CH:9][C:10]=1[O:11][CH:12]([CH3:14])[CH3:13])[C:5]([OH:7])=O.C1C=CC2N(O)N=NC=2C=1.O[NH:26][C:27]([C:29]1[C:37]2[O:36][CH:35]=[CH:34][C:33]=2[C:32]([O:38][CH2:39][O:40][CH2:41][CH2:42][Si:43]([CH3:46])([CH3:45])[CH3:44])=[CH:31][CH:30]=1)=[NH:28].CCCC[N+](CCCC)(CCCC)CCCC.[F-], predict the reaction product. The product is: [Cl:1][C:2]1[CH:3]=[C:4]([C:5]2[O:7][N:28]=[C:27]([C:29]3[C:37]4[O:36][CH:35]=[CH:34][C:33]=4[C:32]([O:38][CH2:39][O:40][CH2:41][CH2:42][Si:43]([CH3:46])([CH3:45])[CH3:44])=[CH:31][CH:30]=3)[N:26]=2)[CH:8]=[CH:9][C:10]=1[O:11][CH:12]([CH3:14])[CH3:13]. (4) Given the reactants [C:1]([C:5]1[CH:6]=[C:7]([CH:11]=[C:12]([C:14]([CH3:17])([CH3:16])[CH3:15])[N:13]=1)[C:8](O)=O)([CH3:4])([CH3:3])[CH3:2].C(C1C=C(C)C=C(C(C)(C)C)N=1)(C)(C)C.[Br:33]N1C(=O)CCC1=O.C(OOC(=O)C1C=CC=CC=1)(=O)C1C=CC=CC=1, predict the reaction product. The product is: [Br:33][CH2:8][C:7]1[CH:6]=[C:5]([C:1]([CH3:4])([CH3:3])[CH3:2])[N:13]=[C:12]([C:14]([CH3:17])([CH3:16])[CH3:15])[CH:11]=1.